The task is: Predict the reactants needed to synthesize the given product.. This data is from Full USPTO retrosynthesis dataset with 1.9M reactions from patents (1976-2016). (1) Given the product [Br:1][C:2]1[CH:7]=[C:6]([O:8][C:9]([F:10])([F:11])[F:12])[CH:5]=[CH:4][C:3]=1[C:13]([OH:14])=[O:21], predict the reactants needed to synthesize it. The reactants are: [Br:1][C:2]1[CH:7]=[C:6]([O:8][C:9]([F:12])([F:11])[F:10])[CH:5]=[CH:4][C:3]=1[C:13]1[O:14]CC(C)(C)N=1.Cl.[OH2:21]. (2) Given the product [Cl:20][C:21]1[N:22]=[C:23]([CH3:28])[N:24]=[C:25]([NH:1][C@@H:2]2[CH2:3][CH2:4][C@H:5]([NH:8][C:9](=[O:19])[C:10]3[CH:15]=[C:14]([F:16])[C:13]([F:17])=[C:12]([F:18])[CH:11]=3)[CH2:6][CH2:7]2)[CH:26]=1, predict the reactants needed to synthesize it. The reactants are: [NH2:1][C@@H:2]1[CH2:7][CH2:6][C@H:5]([NH:8][C:9](=[O:19])[C:10]2[CH:15]=[C:14]([F:16])[C:13]([F:17])=[C:12]([F:18])[CH:11]=2)[CH2:4][CH2:3]1.[Cl:20][C:21]1[CH:26]=[C:25](Cl)[N:24]=[C:23]([CH3:28])[N:22]=1.C(N(CC)CC)(C)C.C([O-])(O)=O.[Na+]. (3) Given the product [Br:11][C:5]1[CH:6]=[CH:7][C:8]([NH2:10])=[N:9][C:4]=1[N+:1]([O-:3])=[O:2], predict the reactants needed to synthesize it. The reactants are: [N+:1]([C:4]1[N:9]=[C:8]([NH2:10])[CH:7]=[CH:6][CH:5]=1)([O-:3])=[O:2].[Br:11]NC(=O)CCC(N)=O. (4) Given the product [F:1][C:2]1[CH:3]=[C:4]([CH:7]=[CH:8][C:9]=1[N:10]1[CH2:15][CH2:14][CH2:13][CH2:12][CH2:11]1)[CH2:5][NH:6][C:17]([NH:16][C:19]1[CH:28]=[CH:27][CH:26]=[C:25]2[C:20]=1[CH:21]=[C:22]([CH3:29])[N:23]=[CH:24]2)=[O:18], predict the reactants needed to synthesize it. The reactants are: [F:1][C:2]1[CH:3]=[C:4]([CH:7]=[CH:8][C:9]=1[N:10]1[CH2:15][CH2:14][CH2:13][CH2:12][CH2:11]1)[CH2:5][NH2:6].[N:16]([C:19]1[CH:28]=[CH:27][CH:26]=[C:25]2[C:20]=1[CH:21]=[C:22]([CH3:29])[N:23]=[CH:24]2)=[C:17]=[O:18].N(C1C=CC=C2C=1C=CN=C2)=C=O. (5) Given the product [F:19][C:2]([F:1])([F:18])[C:3](=[O:17])[CH2:4][C:5]1([CH3:16])[C:14]2[C:9](=[CH:10][CH:11]=[C:12]([F:15])[CH:13]=2)[O:8][CH2:7][CH2:6]1, predict the reactants needed to synthesize it. The reactants are: [F:1][C:2]([F:19])([F:18])[CH:3]([OH:17])[CH2:4][C:5]1([CH3:16])[C:14]2[C:9](=[CH:10][CH:11]=[C:12]([F:15])[CH:13]=2)[O:8][CH2:7][CH2:6]1.CC(OI1(OC(C)=O)(OC(C)=O)OC(=O)C2C=CC=CC1=2)=O. (6) The reactants are: C[O:2][C:3](=[O:39])[C@@H:4]([NH:23][C:24](=[O:38])[C:25]1[C:30]([Cl:31])=[CH:29][C:28]([O:32][CH2:33][CH2:34][CH2:35][NH2:36])=[CH:27][C:26]=1[Cl:37])[CH2:5][C:6]1[CH:11]=[CH:10][C:9]([NH:12][C:13](=[O:22])[C:14]2[C:19]([Cl:20])=[CH:18][CH:17]=[CH:16][C:15]=2[Cl:21])=[CH:8][CH:7]=1.[OH-].[Li+]. Given the product [NH2:36][CH2:35][CH2:34][CH2:33][O:32][C:28]1[CH:27]=[C:26]([Cl:37])[C:25]([C:24]([NH:23][C@@H:4]([CH2:5][C:6]2[CH:7]=[CH:8][C:9]([NH:12][C:13](=[O:22])[C:14]3[C:19]([Cl:20])=[CH:18][CH:17]=[CH:16][C:15]=3[Cl:21])=[CH:10][CH:11]=2)[C:3]([OH:39])=[O:2])=[O:38])=[C:30]([Cl:31])[CH:29]=1, predict the reactants needed to synthesize it. (7) Given the product [C:7]([NH:1][CH2:2][CH:3]([OH:6])[CH2:4][NH:5][C:7](=[O:21])[CH2:8][CH2:9][CH2:10][CH2:11][CH2:12][CH2:13][CH2:14][CH2:15][CH2:16][CH2:17][CH2:18][CH2:19][CH3:20])(=[O:21])[CH2:8][CH2:9][CH2:10][CH2:11][CH2:12][CH2:13][CH2:14][CH2:15][CH2:16][CH2:17][CH2:18][CH2:19][CH3:20], predict the reactants needed to synthesize it. The reactants are: [NH2:1][CH2:2][CH:3]([OH:6])[CH2:4][NH2:5].[C:7](Cl)(=[O:21])[CH2:8][CH2:9][CH2:10][CH2:11][CH2:12][CH2:13][CH2:14][CH2:15][CH2:16][CH2:17][CH2:18][CH2:19][CH3:20]. (8) Given the product [O:14]1[C:10]([C:6]2[CH:5]=[C:4]([CH:9]=[CH:8][CH:7]=2)[NH2:1])=[CH:11][N:12]=[CH:13]1, predict the reactants needed to synthesize it. The reactants are: [N+:1]([C:4]1[CH:5]=[C:6]([C:10]2[O:14][CH:13]=[N:12][CH:11]=2)[CH:7]=[CH:8][CH:9]=1)([O-])=O. (9) Given the product [Cl:8][C:6]1[N:5]=[N:4][C:3]([C:9]([O:11][CH3:12])=[O:10])=[C:2]([NH:23][C:20]2[CH:19]=[CH:18][C:17]([S:14]([CH3:13])(=[O:16])=[O:15])=[CH:22][N:21]=2)[CH:7]=1, predict the reactants needed to synthesize it. The reactants are: Cl[C:2]1[CH:7]=[C:6]([Cl:8])[N:5]=[N:4][C:3]=1[C:9]([O:11][CH3:12])=[O:10].[CH3:13][S:14]([C:17]1[CH:18]=[CH:19][C:20]([NH2:23])=[N:21][CH:22]=1)(=[O:16])=[O:15].CC1(C)C2C(=C(P(C3C=CC=CC=3)C3C=CC=CC=3)C=CC=2)OC2C(P(C3C=CC=CC=3)C3C=CC=CC=3)=CC=CC1=2.C(=O)([O-])[O-].[Cs+].[Cs+].